This data is from Forward reaction prediction with 1.9M reactions from USPTO patents (1976-2016). The task is: Predict the product of the given reaction. Given the reactants C(O)(C)(C)C.[F-].[Cs+].Br[C:9]1[C:10]([C:38]([O:40][CH2:41][CH3:42])=[O:39])=[N:11][N:12]([C:14]2([CH2:35][C:36]#[N:37])[CH2:17][N:16]([C:18]3[CH:23]=[C:22]([F:24])[C:21]([C:25]([NH:27][C@@H:28]([CH3:33])[C:29]([F:32])([F:31])[F:30])=[O:26])=[CH:20][C:19]=3[F:34])[CH2:15]2)[CH:13]=1.[CH3:43][C:44]1[C:48](B2OC(C)(C)C(C)(C)O2)=[CH:47][NH:46][N:45]=1, predict the reaction product. The product is: [C:36]([CH2:35][C:14]1([N:12]2[CH:13]=[C:9]([C:48]3[C:44]([CH3:43])=[N:45][NH:46][CH:47]=3)[C:10]([C:38]([O:40][CH2:41][CH3:42])=[O:39])=[N:11]2)[CH2:17][N:16]([C:18]2[CH:23]=[C:22]([F:24])[C:21]([C:25]([NH:27][C@@H:28]([CH3:33])[C:29]([F:32])([F:31])[F:30])=[O:26])=[CH:20][C:19]=2[F:34])[CH2:15]1)#[N:37].